Dataset: Full USPTO retrosynthesis dataset with 1.9M reactions from patents (1976-2016). Task: Predict the reactants needed to synthesize the given product. (1) Given the product [ClH:15].[NH2:10][C:6]1[C:5]([F:13])=[C:4]([CH:9]=[CH:8][CH:7]=1)[C:3]([O:2][CH3:1])=[O:14], predict the reactants needed to synthesize it. The reactants are: [CH3:1][O:2][C:3](=[O:14])[C:4]1[CH:9]=[CH:8][CH:7]=[C:6]([N+:10]([O-])=O)[C:5]=1[F:13].[ClH:15].CO. (2) Given the product [ClH:28].[F:37][C:34]1([F:38])[CH2:35][CH2:36][N:31]([CH2:30][CH2:29][O:17][C:14]2[CH:15]=[C:16]3[C:11](=[CH:12][CH:13]=2)[O:10][C:9]([C:18]2[N:19]=[CH:20][C:21]4[N:22]([CH:24]=[CH:25][CH:26]=4)[CH:23]=2)=[CH:8][C:7]3=[N:6][OH:5])[CH2:32][CH2:33]1, predict the reactants needed to synthesize it. The reactants are: C([O:5][N:6]=[C:7]1[C:16]2[C:11](=[CH:12][CH:13]=[C:14]([OH:17])[CH:15]=2)[O:10][C:9]([C:18]2[N:19]=[CH:20][C:21]3[N:22]([CH:24]=[CH:25][CH:26]=3)[CH:23]=2)=[CH:8]1)(C)(C)C.Cl.[Cl:28][CH2:29][CH2:30][N:31]1[CH2:36][CH2:35][C:34]([F:38])([F:37])[CH2:33][CH2:32]1. (3) Given the product [CH2:1]([O:4][C:5]1[CH:10]=[CH:9][C:8]([Br:11])=[CH:7][C:6]=1[NH2:12])[CH:2]=[CH2:3], predict the reactants needed to synthesize it. The reactants are: [CH2:1]([O:4][C:5]1[CH:10]=[CH:9][C:8]([Br:11])=[CH:7][C:6]=1[N+:12]([O-])=O)[CH:2]=[CH2:3].[NH4+].[Cl-].C(O)C. (4) Given the product [CH:15]([C:6]1[CH:5]=[C:4]([C:7](=[O:10])[CH2:8][CH3:9])[O:3][C:2]=1[CH3:1])([CH3:17])[CH3:16], predict the reactants needed to synthesize it. The reactants are: [CH3:1][C:2]1[O:3][C:4]([C:7](=[O:10])[CH2:8][CH3:9])=[CH:5][CH:6]=1.[Cl-].[Al+3].[Cl-].[Cl-].[CH:15](Cl)([CH3:17])[CH3:16].